This data is from Catalyst prediction with 721,799 reactions and 888 catalyst types from USPTO. The task is: Predict which catalyst facilitates the given reaction. Reactant: C(=O)([O:5][C:6]1[CH:11]=[CH:10][C:9]([S:12]([N:15]2[C:24]3[C:19](=[CH:20][C:21]([F:26])=[C:22]([F:25])[CH:23]=3)[N:18]3[CH:27]=[CH:28][CH:29]=[C:17]3[CH:16]2[CH2:30][CH3:31])(=[O:14])=[O:13])=[CH:8][CH:7]=1)OCC.[OH-].[Na+]. The catalyst class is: 5. Product: [CH2:30]([CH:16]1[N:15]([S:12]([C:9]2[CH:8]=[CH:7][C:6]([OH:5])=[CH:11][CH:10]=2)(=[O:14])=[O:13])[C:24]2[C:19](=[CH:20][C:21]([F:26])=[C:22]([F:25])[CH:23]=2)[N:18]2[CH:27]=[CH:28][CH:29]=[C:17]12)[CH3:31].